Dataset: Reaction yield outcomes from USPTO patents with 853,638 reactions. Task: Predict the reaction yield, written as a fraction of the theoretical maximum amount of product (1.0 means a 100% yield; for example, 0.34 means a 34% yield). (1) The reactants are [C:1]([C:4]1[C:5]([C:34]([F:37])([F:36])[F:35])=[N:6][C:7]([N:10]2[CH2:15][CH2:14][N:13]3[C:16]4[CH:22]=[C:21]([S:23]([CH3:26])(=[O:25])=[O:24])[C:20]([C:27](OC)=[O:28])=[CH:19][C:17]=4[N:18]=[C:12]3[C@H:11]2[CH:31]([CH3:33])[CH3:32])=[N:8][CH:9]=1)(=[O:3])[CH3:2].CC(C[AlH]CC(C)C)C.[NH4+].[Cl-]. The catalyst is C(Cl)Cl. The product is [OH:28][CH2:27][C:20]1[C:21]([S:23]([CH3:26])(=[O:24])=[O:25])=[CH:22][C:16]2[N:13]3[CH2:14][CH2:15][N:10]([C:7]4[N:6]=[C:5]([C:34]([F:37])([F:36])[F:35])[C:4]([CH:1]([OH:3])[CH3:2])=[CH:9][N:8]=4)[CH:11]([CH:31]([CH3:32])[CH3:33])[C:12]3=[N:18][C:17]=2[CH:19]=1. The yield is 0.567. (2) The reactants are Br[C:2]1(Br)[CH2:4][C:3]1(Br)[CH2:5][CH2:6][O:7][S:8]([C:11]1[CH:16]=[CH:15][CH:14]=[CH:13][CH:12]=1)(=[O:10])=[O:9].C[Li].O. The catalyst is C(OCC)C. The product is [C:11]1([S:8]([O:7][CH2:6][CH2:5][C:3]2[CH2:4][CH:2]=2)(=[O:10])=[O:9])[CH:12]=[CH:13][CH:14]=[CH:15][CH:16]=1. The yield is 0.700. (3) The reactants are CN(C(ON1N=NC2C=CC=CC1=2)=[N+](C)C)C.F[P-](F)(F)(F)(F)F.Cl.Cl.[CH3:27][C@H:28]1[C:36]2[C:35]([N:37]3[CH2:42][CH2:41][NH:40][CH2:39][CH2:38]3)=[N:34][CH:33]=[N:32][C:31]=2[C@H:30]([OH:43])[CH2:29]1.C(OC([N:51]1[CH2:55][CH2:54][C:53]([C:59]2[CH:64]=[CH:63][C:62]([Cl:65])=[CH:61][CH:60]=2)([C:56](O)=[O:57])[CH2:52]1)=O)(C)(C)C. The catalyst is C(Cl)Cl. The product is [Cl:65][C:62]1[CH:63]=[CH:64][C:59]([C:53]2([C:56]([N:40]3[CH2:39][CH2:38][N:37]([C:35]4[C:36]5[C@H:28]([CH3:27])[CH2:29][C@@H:30]([OH:43])[C:31]=5[N:32]=[CH:33][N:34]=4)[CH2:42][CH2:41]3)=[O:57])[CH2:54][CH2:55][NH:51][CH2:52]2)=[CH:60][CH:61]=1. The yield is 0.810. (4) The yield is 0.700. The product is [C:28]([C:20]1[CH:19]=[C:18]([CH:23]=[CH:22][C:21]=1[O:24][CH:25]([CH3:27])[CH3:26])[C:17]([NH:16][C@@H:12]([CH2:11][C:8]1[CH:7]=[CH:6][C:5]([C:3]2[N:31]=[C:32]3[C:37]([CH3:38])=[CH:36][CH:35]=[CH:34][N:33]3[CH:2]=2)=[CH:10][CH:9]=1)[CH2:13][CH2:14][OH:15])=[O:30])#[N:29]. The reactants are Br[CH2:2][C:3]([C:5]1[CH:10]=[CH:9][C:8]([CH2:11][C@H:12]([NH:16][C:17](=[O:30])[C:18]2[CH:23]=[CH:22][C:21]([O:24][CH:25]([CH3:27])[CH3:26])=[C:20]([C:28]#[N:29])[CH:19]=2)[CH2:13][CH2:14][OH:15])=[CH:7][CH:6]=1)=O.[NH2:31][C:32]1[C:37]([CH3:38])=[CH:36][CH:35]=[CH:34][N:33]=1.C([O-])(O)=O.[Na+]. The catalyst is CC(O)C.